This data is from Full USPTO retrosynthesis dataset with 1.9M reactions from patents (1976-2016). The task is: Predict the reactants needed to synthesize the given product. Given the product [CH3:11][CH2:12][CH2:7][CH2:8][CH2:9][CH2:10][CH3:13].[C:15]([O:17][CH2:18][CH3:25])(=[O:16])[CH3:14], predict the reactants needed to synthesize it. The reactants are: CON(C)S([C:7]1[CH:12]=[CH:11][C:10]([C:13](=O)[CH:14](C)[C:15]([O:17][CH3:18])=[O:16])=[CH:9][CH:8]=1)(=O)=O.O.NN.[CH2:25](O)C.